This data is from Full USPTO retrosynthesis dataset with 1.9M reactions from patents (1976-2016). The task is: Predict the reactants needed to synthesize the given product. (1) Given the product [F:3][C:4]1[CH:5]=[C:6]2[C:11](=[CH:12][CH:13]=1)[CH2:10][NH:9][CH2:8][CH2:7]2, predict the reactants needed to synthesize it. The reactants are: B#B.[F:3][C:4]1[CH:5]=[C:6]2[C:11](=[CH:12][CH:13]=1)[C:10](=O)[NH:9][CH2:8][CH2:7]2.O. (2) The reactants are: [C:1]([NH:4][C:5]1[N:10]=[C:9](/[CH:11]=[CH:12]/[C:13]([C:15]2[CH:20]=[CH:19][C:18]([NH:21][C:22]([C:24]3[C:25]([C:31]4[CH:36]=[CH:35][C:34]([CH3:37])=[CH:33][CH:32]=4)=[CH:26][C:27]([CH3:30])=[CH:28][CH:29]=3)=[O:23])=[CH:17][CH:16]=2)=[O:14])[CH:8]=[CH:7][CH:6]=1)(=[O:3])[CH3:2].[H][H]. Given the product [C:1]([NH:4][C:5]1[N:10]=[C:9]([CH2:11][CH2:12][C:13]([C:15]2[CH:20]=[CH:19][C:18]([NH:21][C:22]([C:24]3[C:25]([C:31]4[CH:36]=[CH:35][C:34]([CH3:37])=[CH:33][CH:32]=4)=[CH:26][C:27]([CH3:30])=[CH:28][CH:29]=3)=[O:23])=[CH:17][CH:16]=2)=[O:14])[CH:8]=[CH:7][CH:6]=1)(=[O:3])[CH3:2], predict the reactants needed to synthesize it. (3) Given the product [CH2:1]([N:8]1[CH2:12][CH2:11][C:10]([CH2:16][C:17]2[CH:22]=[CH:21][CH:20]=[CH:19][CH:18]=2)([C:13]([NH2:25])=[O:14])[CH2:9]1)[C:2]1[CH:7]=[CH:6][CH:5]=[CH:4][CH:3]=1, predict the reactants needed to synthesize it. The reactants are: [CH2:1]([N:8]1[CH2:12][CH2:11][C:10]([CH2:16][C:17]2[CH:22]=[CH:21][CH:20]=[CH:19][CH:18]=2)([C:13](O)=[O:14])[CH2:9]1)[C:2]1[CH:7]=[CH:6][CH:5]=[CH:4][CH:3]=1.C(N1C=CN=C1)([N:25]1C=CN=C1)=O.C(N(CC)CC)C.[NH4+].[OH-]. (4) The reactants are: [C:1]([C:3]1[CH:11]=[CH:10][C:6]([C:7]([OH:9])=[O:8])=[CH:5][CH:4]=1)#[N:2].S(=O)(=O)(O)O.[CH2:17](O)[CH3:18]. Given the product [C:1]([C:3]1[CH:11]=[CH:10][C:6]([C:7]([O:9][CH2:17][CH3:18])=[O:8])=[CH:5][CH:4]=1)#[N:2], predict the reactants needed to synthesize it. (5) Given the product [C:1]([O:5][C:6]([NH:8][CH2:9][C:10]1[N:11]([CH2:34][CH:35]([CH3:37])[CH3:36])[C:12](=[O:33])[C:13]2[C:18]([C:19]=1[C:20]1[CH:21]=[CH:22][CH:23]=[CH:24][CH:25]=1)=[CH:17][C:16]([CH2:26][CH2:27][C:28]([OH:30])=[O:29])=[CH:15][CH:14]=2)=[O:7])([CH3:4])([CH3:3])[CH3:2], predict the reactants needed to synthesize it. The reactants are: [C:1]([O:5][C:6]([NH:8][CH2:9][C:10]1[N:11]([CH2:34][CH:35]([CH3:37])[CH3:36])[C:12](=[O:33])[C:13]2[C:18]([C:19]=1[C:20]1[CH:25]=[CH:24][CH:23]=[CH:22][CH:21]=1)=[CH:17][C:16]([CH2:26][CH2:27][C:28]([O:30]CC)=[O:29])=[CH:15][CH:14]=2)=[O:7])([CH3:4])([CH3:3])[CH3:2].[OH-].[Na+].O.Cl. (6) Given the product [C:4]([O:3][C:1]([NH:8][C@H:9]([CH2:10][CH:11]([CH3:12])[CH3:13])[C:14]([O:16][C:19]1[CH:18]=[CH:17][C:22]([N+:23]([O-:25])=[O:24])=[CH:21][CH:20]=1)=[O:15])=[O:2])([CH3:5])([CH3:7])[CH3:6], predict the reactants needed to synthesize it. The reactants are: [C:1]([NH:8][C@@H:9]([C:14]([OH:16])=[O:15])[CH2:10][CH:11]([CH3:13])[CH3:12])([O:3][C:4]([CH3:7])([CH3:6])[CH3:5])=[O:2].[CH:17]1[C:22]([N+:23]([O-:25])=[O:24])=[CH:21][CH:20]=[C:19](O)[CH:18]=1.C1CCC(N=C=NC2CCCCC2)CC1.